This data is from Skin sensitization/reaction prediction data. The task is: Regression/Classification. Given a drug SMILES string, predict its toxicity properties. Task type varies by dataset: regression for continuous values (e.g., LD50, hERG inhibition percentage) or binary classification for toxic/non-toxic outcomes (e.g., AMES mutagenicity, cardiotoxicity, hepatotoxicity). Dataset: skin_reaction. (1) The compound is CCCCCCCCCCCCCC[N+](C)(C)Cc1ccccc1. The result is 1 (causes skin reaction). (2) The compound is O=C(Oc1ccc([N+](=O)[O-])cc1)OC1COC2OCCC12. The result is 1 (causes skin reaction). (3) The drug is O=C(Cl)c1ccc(F)c(Cl)c1. The result is 1 (causes skin reaction). (4) The molecule is CCCOc1ccc(Br)c(C(=O)c2ccc(OC)cc2O)c1. The result is 0 (no skin reaction). (5) The drug is CC1(C)CC(CBr)C(=O)O1. The result is 1 (causes skin reaction). (6) The molecule is C=C(C)C(=O)OCCOC(=O)C(=C)C. The result is 1 (causes skin reaction).